From a dataset of Forward reaction prediction with 1.9M reactions from USPTO patents (1976-2016). Predict the product of the given reaction. (1) The product is: [N+:12]([C:15]1[CH:16]=[C:17]([CH2:21][C:22]([O:23][CH2:3][CH:2]=[CH2:1])=[O:25])[CH:18]=[CH:19][CH:20]=1)([O-:14])=[O:13]. Given the reactants [CH2:1](O)[CH:2]=[CH2:3].C(N(CC)CC)C.[N+:12]([C:15]1[CH:16]=[C:17]([CH2:21][C:22](Cl)=[O:23])[CH:18]=[CH:19][CH:20]=1)([O-:14])=[O:13].[OH2:25], predict the reaction product. (2) The product is: [C:8]12([C:3]3=[CH:2][C:1]([O:6][C:4]3=[O:5])=[O:7])[CH2:14][CH:11]([CH2:12][CH2:13]1)[CH:10]=[CH:9]2.[C:15]([O:19][C:20](=[O:23])[CH:21]=[CH2:22])([CH3:18])([CH3:17])[CH3:16].[C:24]([CH:28]([CH3:32])[C:29](=[O:31])[CH3:30])(=[O:27])[CH:25]=[CH2:26]. Given the reactants [C:1]1(=[O:7])[O:6][C:4](=[O:5])[CH:3]=[CH:2]1.[CH:8]12[CH2:14][CH:11]([CH2:12][CH2:13]1)[CH:10]=[CH:9]2.[C:15]([O:19][C:20](=[O:23])[CH:21]=[CH2:22])([CH3:18])([CH3:17])[CH3:16].[C:24]([CH:28]([CH3:32])[C:29](=[O:31])[CH3:30])(=[O:27])[CH:25]=[CH2:26], predict the reaction product. (3) Given the reactants [CH2:1]([Li])[CH2:2][CH2:3][CH3:4].C(NC(C)C)(C)C.F[C:14]1[CH:19]=[CH:18]C=C[N:15]=1.CON(C)C(=O)C.O.[NH2:28][NH2:29], predict the reaction product. The product is: [CH3:4][C:3]1[C:2]2[C:1](=[N:15][CH:14]=[CH:19][CH:18]=2)[NH:29][N:28]=1. (4) Given the reactants Cl.[Cl:2][C:3]1[CH:8]=[C:7]([C:9]2[CH:14]=[CH:13][CH:12]=[C:11]([Cl:15])[CH:10]=2)[N:6]=[C:5]2[CH2:16][CH2:17][CH2:18][C:4]=12.[NH2:19][C:20]1[CH:33]=[CH:32][C:23]([CH2:24][CH:25]([C:29]([NH2:31])=[O:30])[C:26]([NH2:28])=[O:27])=[CH:22][CH:21]=1.C(=O)(O)[O-].[Na+], predict the reaction product. The product is: [ClH:2].[Cl:15][C:11]1[CH:10]=[C:9]([C:7]2[N:6]=[C:5]3[CH2:16][CH2:17][CH2:18][C:4]3=[C:3]([NH:19][C:20]3[CH:21]=[CH:22][C:23]([CH2:24][CH:25]([C:26]([NH2:28])=[O:27])[C:29]([NH2:31])=[O:30])=[CH:32][CH:33]=3)[CH:8]=2)[CH:14]=[CH:13][CH:12]=1. (5) Given the reactants Br[C:2]1[CH:3]=[CH:4][C:5]([F:15])=[C:6]([C:8]2[CH:13]=[C:12]([CH3:14])[CH:11]=[CH:10][N:9]=2)[CH:7]=1.C([Sn](CCCC)(CCCC)[C:21]1[N:25]2[CH:26]=[CH:27][C:28]([C:30]([F:33])([F:32])[F:31])=[N:29][C:24]2=[N:23][CH:22]=1)CCC, predict the reaction product. The product is: [F:15][C:5]1[CH:4]=[CH:3][C:2]([C:21]2[N:25]3[CH:26]=[CH:27][C:28]([C:30]([F:31])([F:32])[F:33])=[N:29][C:24]3=[N:23][CH:22]=2)=[CH:7][C:6]=1[C:8]1[CH:13]=[C:12]([CH3:14])[CH:11]=[CH:10][N:9]=1. (6) Given the reactants [Cl:1][C:2]1[CH:7]=[C:6]([Cl:8])[C:5]([Cl:9])=[CH:4][C:3]=1[S:10](Cl)(=[O:12])=[O:11].CN1C=CN=C1.[C:20]([O:28][CH2:29][C@@H:30]([OH:46])[C@@H:31]([O:37][C:38](=[O:45])[C:39]1[CH:44]=[CH:43][CH:42]=[CH:41][CH:40]=1)[CH2:32][CH:33]=[N:34][O:35][CH3:36])(=[O:27])[C:21]1[CH:26]=[CH:25][CH:24]=[CH:23][CH:22]=1.C(OCC)(=O)C, predict the reaction product. The product is: [C:20]([O:28][CH2:29][C@@H:30]([O:46][S:10]([C:3]1[CH:4]=[C:5]([Cl:9])[C:6]([Cl:8])=[CH:7][C:2]=1[Cl:1])(=[O:12])=[O:11])[C@@H:31]([O:37][C:38](=[O:45])[C:39]1[CH:40]=[CH:41][CH:42]=[CH:43][CH:44]=1)[CH2:32][CH:33]=[N:34][O:35][CH3:36])(=[O:27])[C:21]1[CH:22]=[CH:23][CH:24]=[CH:25][CH:26]=1. (7) Given the reactants [CH:14]1(P([CH:14]2[CH2:19][CH2:18][CH2:17][CH2:16][CH2:15]2)[CH:14]2[CH2:19][CH2:18][CH2:17][CH2:16][CH2:15]2)[CH2:19][CH2:18][CH2:17][CH2:16][CH2:15]1.C[CH2:21][CH2:22][CH2:23][CH2:24][CH2:25][CH2:26][CH2:27][CH2:28][CH2:29][CH2:30][CH2:31][CH3:32].[CH3:33]OC1C=CC=CC=1C1C=CC=CC=1.C1(C)C(C2C(C)=CC=CC=2)=CC=CC=1, predict the reaction product. The product is: [CH3:33][C:30]1[CH:29]=[CH:28][C:27]([C:26]2[C:25]([C:14]3[CH:15]=[CH:16][CH:17]=[CH:18][CH:19]=3)=[CH:24][CH:23]=[CH:22][CH:21]=2)=[CH:32][CH:31]=1. (8) The product is: [CH:1]([C:3]1[N:8]=[CH:7][C:6]([N:9]2[CH2:14][CH2:13][N:12]([C:15]([O:17][C:18]([CH3:21])([CH3:20])[CH3:19])=[O:16])[CH2:11][CH2:10]2)=[CH:5][CH:4]=1)=[O:35]. Given the reactants [C:1]([C:3]1[N:8]=[CH:7][C:6]([N:9]2[CH2:14][CH2:13][N:12]([C:15]([O:17][C:18]([CH3:21])([CH3:20])[CH3:19])=[O:16])[CH2:11][CH2:10]2)=[CH:5][CH:4]=1)#N.CC(C[AlH]CC(C)C)C.Cl.C1C[O:35]CC1, predict the reaction product. (9) The product is: [NH:11]1[C:15]2[CH:16]=[CH:17][CH:18]=[CH:19][C:14]=2[N:13]=[C:12]1[C@H:8]([NH:9][C:10]([NH:36][CH2:35][C:34]1[C:29]([N:26]2[CH2:27][CH2:28][O:23][CH2:24][CH2:25]2)=[N:30][CH:31]=[CH:32][CH:33]=1)=[O:20])[CH2:7][C:6]1[CH:21]=[CH:22][C:3]([O:2][CH3:1])=[CH:4][CH:5]=1. Given the reactants [CH3:1][O:2][C:3]1[CH:22]=[CH:21][C:6]([CH2:7][C@@H:8]2[C:12]3=[N:13][C:14]4[CH:19]=[CH:18][CH:17]=[CH:16][C:15]=4[N:11]3[C:10](=[O:20])[NH:9]2)=[CH:5][CH:4]=1.[O:23]1[CH2:28][CH2:27][N:26]([C:29]2[C:34]([CH2:35][NH2:36])=[CH:33][CH:32]=[CH:31][N:30]=2)[CH2:25][CH2:24]1.C(O)(C(F)(F)F)=O, predict the reaction product.